Task: Predict the reactants needed to synthesize the given product.. Dataset: Full USPTO retrosynthesis dataset with 1.9M reactions from patents (1976-2016) (1) The reactants are: [NH2:1][C:2]1[CH:7]=[CH:6][C:5]([NH:8][C:9](=[O:26])[C:10]([N:12]2[CH2:17][CH2:16][CH:15]([CH2:18][C:19]3[CH:24]=[CH:23][C:22]([F:25])=[CH:21][CH:20]=3)[CH2:14][CH2:13]2)=[O:11])=[CH:4][CH:3]=1.[CH:27](=O)[C:28]1[CH:33]=[CH:32][CH:31]=[CH:30][CH:29]=1. Given the product [CH2:27]([NH:1][C:2]1[CH:7]=[CH:6][C:5]([NH:8][C:9](=[O:26])[C:10]([N:12]2[CH2:17][CH2:16][CH:15]([CH2:18][C:19]3[CH:20]=[CH:21][C:22]([F:25])=[CH:23][CH:24]=3)[CH2:14][CH2:13]2)=[O:11])=[CH:4][CH:3]=1)[C:28]1[CH:33]=[CH:32][CH:31]=[CH:30][CH:29]=1, predict the reactants needed to synthesize it. (2) Given the product [C:25]1([CH3:26])[C:30]([S:27]([O:8][CH2:7][C@H:6]([CH2:5][O:4][C:1](=[O:3])[CH3:2])[CH2:9][CH:10]([O:14][CH2:15][CH3:16])[O:11][CH2:12][CH3:13])(=[O:29])=[O:28])=[CH:31][CH:32]=[CH:33][CH:34]=1, predict the reactants needed to synthesize it. The reactants are: [C:1]([O:4][CH2:5][C@H:6]([CH2:9][CH:10]([O:14][CH2:15][CH3:16])[O:11][CH2:12][CH3:13])[CH2:7][OH:8])(=[O:3])[CH3:2].C(Cl)Cl.CCN([CH2:25][CH3:26])CC.[S:27](Cl)([C:30]1C=C[C:33]([CH3:34])=[CH:32][CH:31]=1)(=[O:29])=[O:28]. (3) Given the product [CH3:1][C:2]1[N:3]=[C:4]([N:10]2[CH:14]=[C:13]([CH2:15][CH2:16][CH2:17][C:18]3[CH:23]=[CH:22][CH:21]=[CH:20][CH:19]=3)[N:12]=[N:11]2)[S:5][C:6]=1[C:7]([NH:61][CH2:60][C:56]1[CH:55]=[N:54][CH:59]=[CH:58][CH:57]=1)=[O:9], predict the reactants needed to synthesize it. The reactants are: [CH3:1][C:2]1[N:3]=[C:4]([N:10]2[CH:14]=[C:13]([CH2:15][CH2:16][CH2:17][C:18]3[CH:23]=[CH:22][CH:21]=[CH:20][CH:19]=3)[N:12]=[N:11]2)[S:5][C:6]=1[C:7]([OH:9])=O.ON1C2C=CC=CC=2N=N1.CN(C)CCCN=C=NCC.C(N(CC)C(C)C)(C)C.[N:54]1[CH:59]=[CH:58][CH:57]=[C:56]([CH2:60][NH2:61])[CH:55]=1.